Dataset: Catalyst prediction with 721,799 reactions and 888 catalyst types from USPTO. Task: Predict which catalyst facilitates the given reaction. (1) Reactant: [O:1]1[CH2:5][CH2:4][O:3][CH:2]1[C:6]1[CH:11]=[CH:10][C:9]([C:12]2[CH:17]=[CH:16][CH:15]=[C:14]([CH2:18][NH:19][C:20](=[O:27])[C:21]3[CH:26]=[CH:25][CH:24]=[CH:23][CH:22]=3)[CH:13]=2)=[CH:8][CH:7]=1.[CH3:28][C:29](C)([O-])C.[K+].ICC. Product: [O:1]1[CH2:5][CH2:4][O:3][CH:2]1[C:6]1[CH:7]=[CH:8][C:9]([C:12]2[CH:17]=[CH:16][CH:15]=[C:14]([CH2:18][N:19]([CH2:28][CH3:29])[C:20](=[O:27])[C:21]3[CH:22]=[CH:23][CH:24]=[CH:25][CH:26]=3)[CH:13]=2)=[CH:10][CH:11]=1. The catalyst class is: 1. (2) Reactant: [Br:1][C:2]1[CH:10]=[CH:9][C:5]([C:6]([OH:8])=O)=[CH:4][C:3]=1[O:11][CH:12]1[CH2:14][CH2:13]1.CN(C)C=O.S(Cl)(Cl)=O.[CH:24]1([C:27]2[CH:32]=[CH:31][N:30]=[C:29]([NH2:33])[CH:28]=2)[CH2:26][CH2:25]1. Product: [Br:1][C:2]1[CH:10]=[CH:9][C:5]([C:6]([NH:33][C:29]2[CH:28]=[C:27]([CH:24]3[CH2:26][CH2:25]3)[CH:32]=[CH:31][N:30]=2)=[O:8])=[CH:4][C:3]=1[O:11][CH:12]1[CH2:14][CH2:13]1. The catalyst class is: 154. (3) Reactant: [CH3:1][NH:2][C:3]1[C:8]([CH:9]=O)=[CH:7][N:6]=[C:5]([S:11][CH3:12])[N:4]=1.[N+:13]([C:16]1[CH:17]=[C:18]([CH2:22][C:23]#[N:24])[CH:19]=[CH:20][CH:21]=1)([O-:15])=[O:14].C([O-])([O-])=O.[K+].[K+]. Product: [CH3:1][N:2]1[C:3]2[N:4]=[C:5]([S:11][CH3:12])[N:6]=[CH:7][C:8]=2[CH:9]=[C:22]([C:18]2[CH:19]=[CH:20][CH:21]=[C:16]([N+:13]([O-:15])=[O:14])[CH:17]=2)[C:23]1=[NH:24]. The catalyst class is: 3. (4) Reactant: C(OC(=O)[NH:7][C:8]1([CH2:16][CH2:17][C:18]2[CH:23]=[CH:22][C:21]([S:24][CH2:25][CH2:26][CH2:27][CH2:28][CH2:29][CH2:30][CH2:31][CH3:32])=[C:20]([C:33]([F:36])([F:35])[F:34])[CH:19]=2)[CH2:13][O:12]C(C)(C)[O:10][CH2:9]1)(C)(C)C.[ClH:38]. Product: [ClH:38].[NH2:7][C:8]([CH2:16][CH2:17][C:18]1[CH:23]=[CH:22][C:21]([S:24][CH2:25][CH2:26][CH2:27][CH2:28][CH2:29][CH2:30][CH2:31][CH3:32])=[C:20]([C:33]([F:36])([F:34])[F:35])[CH:19]=1)([CH2:9][OH:10])[CH2:13][OH:12]. The catalyst class is: 8. (5) Reactant: [CH3:1][C:2]1[CH:7]=[CH:6][CH:5]=[CH:4][N:3]=1.C([Li])CCC.Br[CH:14]1[CH2:19][CH2:18][CH2:17][CH:16]=[CH:15]1. Product: [CH:19]1([CH2:1][C:2]2[CH:7]=[CH:6][CH:5]=[CH:4][N:3]=2)[CH2:18][CH2:17][CH2:16][CH:15]=[CH:14]1. The catalyst class is: 134. (6) Reactant: [Br:1][C:2]1[N:7]=[C:6]([CH:8]([N:12]2[CH2:17][CH2:16][O:15][CH2:14][CH2:13]2)[C:9]([O-:11])=O)[CH:5]=[CH:4][CH:3]=1.[K+].C1C=CC2N(O)N=[N:25][C:23]=2C=1.C(Cl)CCl.Cl.CN.CCN(C(C)C)C(C)C. Product: [Br:1][C:2]1[N:7]=[C:6]([CH:8]([N:12]2[CH2:17][CH2:16][O:15][CH2:14][CH2:13]2)[C:9]([NH:25][CH3:23])=[O:11])[CH:5]=[CH:4][CH:3]=1. The catalyst class is: 18. (7) Reactant: [Li+].[CH3:2][Si:3]([N-][Si:3]([CH3:5])([CH3:4])[CH3:2])([CH3:5])[CH3:4].[Cl:11][C:12]1[CH:13]=[CH:14][C:15]([CH3:20])=[C:16]([CH:19]=1)[CH:17]=O.C[Si](Cl)(C)C.[CH2:26]([N:28](CC)CC)[CH3:27].C(Cl)(=[O:35])C. Product: [Cl:11][C:12]1[CH:13]=[CH:14][C:15]([CH3:20])=[C:16]([CH:17]=[N:28][C:26]([O:35][Si:3]([CH3:5])([CH3:4])[CH3:2])=[CH2:27])[CH:19]=1. The catalyst class is: 385.